Binary Classification. Given a miRNA mature sequence and a target amino acid sequence, predict their likelihood of interaction. From a dataset of Experimentally validated miRNA-target interactions with 360,000+ pairs, plus equal number of negative samples. (1) The miRNA is mmu-miR-23b-5p with sequence GGGUUCCUGGCAUGCUGAUUU. The protein sequence of the target gene is MAASWSLLVTLRPLAQSPLRGRCVGCGAWAAALAPLATAPGKPFWKAYTVQTSESMTPTATSETYLKALAVCHGPLDHYDFLIKAHELKDDEHQRRVIQCLQKLHEDLKGYNIEAEGLFSKLFSRSKPPRGLYVYGDVGTGKTMVMDMFYAYVEMKRKKRVHFHGFMLDVHKRIHRLKQSLPKRKPGFMAKSYDPIAPIAEEISEEACLLCFDEFQVTDIADAMILKQLFENLFKNGVVVVATSNRPPEDLYKNGLQRANFVPFIAVLKEYCNTVQLDSGIDYRKRELPAAGKLYYLTSE.... Result: 0 (no interaction). (2) The miRNA is hsa-miR-6869-3p with sequence CGCCGCGCGCAUCGGCUCAGC. The protein sequence of the target gene is MGKLRPGRVEWLASGHTERPHLFQNLLLFLWALLNCGLGVSAQGPGEWTPWVSWTRCSSSCGRGVSVRSRRCLRLPGEEPCWGDSHEYRLCQLPDCPPGAVPFRDLQCALYNGRPVLGTQKTYQWVPFHGAPNQCDLNCLAEGHAFYHSFGRVLDGTACSPGAQGVCVAGRCLSAGCDGLLGSGALEDRCGRCGGANDSCLFVQRVFRDAGAFAGYWNVTLIPEGARHIRVEHRSRNHLALMGGDGRYVLNGHWVVSPPGTYEAAGTHVVYTRDTGPQETLQAAGPTSHDLLLQVLLQEP.... Result: 0 (no interaction).